Dataset: Experimentally validated miRNA-target interactions with 360,000+ pairs, plus equal number of negative samples. Task: Binary Classification. Given a miRNA mature sequence and a target amino acid sequence, predict their likelihood of interaction. (1) The miRNA is hsa-miR-642a-3p with sequence AGACACAUUUGGAGAGGGAACC. The protein sequence of the target gene is MGWITEDLIRRNAEHNDCVIFSLEELSLHQQEIERLEHIDKWCRDLKILYLQNNLIGKIENVSKLKKLEYLNLALNNIEKIENLEGCEELAKLDLTVNFIGELSSIKNLQHNIHLKELFLMGNPCASFDHYREFVVATLPQLKWLDGKEIEPSERIKALQDYSVIEPQIREQEKDHCLKRAKLKEEAQRKHQEEDKNEDKRSNAGFDGRWYTDINATLSSLESKDHLQAPDTEEHNTKKLDNSEDDLEFWNKPCLFTPESRLETLRHMEKQRKKQEKLSEKKKKVKPPRTLITEDGKALN.... Result: 1 (interaction). (2) The miRNA is mmu-miR-669d-5p with sequence ACUUGUGUGUGCAUGUAUAUGU. The protein sequence of the target gene is MPPKDDKKKKDAGKSAKKDKDPVNKSGGKAKKKKWSKGKVRDKLNNLVLFDKATYDKLCKEVPNYKLITPAVVSERLKIRGSLARAALQELLSKGLIKLVSKHRAQVIYTRNTKGGDAPAAGEDA. Result: 0 (no interaction).